From a dataset of Reaction yield outcomes from USPTO patents with 853,638 reactions. Predict the reaction yield, written as a fraction of the theoretical maximum amount of product (1.0 means a 100% yield; for example, 0.34 means a 34% yield). (1) The reactants are [CH3:1][C@H:2]1[CH2:7][NH:6][CH2:5][CH2:4][NH:3]1.C(N(CC)CC)C.[C:15](O[C:15]([O:17][C:18]([CH3:21])([CH3:20])[CH3:19])=[O:16])([O:17][C:18]([CH3:21])([CH3:20])[CH3:19])=[O:16]. The catalyst is C(Cl)Cl. The product is [CH3:1][C@@H:2]1[NH:3][CH2:4][CH2:5][N:6]([C:15]([O:17][C:18]([CH3:21])([CH3:20])[CH3:19])=[O:16])[CH2:7]1. The yield is 0.800. (2) The reactants are Br[C:2]1[CH:11]=[CH:10][C:9]([C:12]#[N:13])=[C:8]2[C:3]=1[CH:4]=[CH:5][CH:6]=[N:7]2.[C:14]([O:18][C:19]([N:21]1[CH2:25][CH:24]([C:26]2[CH:31]=[CH:30][CH:29]=[C:28]([O:32][C:33]([F:36])([F:35])[F:34])[CH:27]=2)[CH:23]([NH2:37])[CH2:22]1)=[O:20])([CH3:17])([CH3:16])[CH3:15].[Na].CC([O-])(C)C.C1(P(C2CCCCC2)C2C=CC=CC=2C2C(C(C)C)=CC(C(C)C)=CC=2C(C)C)CCCCC1. The catalyst is C1(C)C=CC=CC=1.C1C=CC(/C=C/C(/C=C/C2C=CC=CC=2)=O)=CC=1.C1C=CC(/C=C/C(/C=C/C2C=CC=CC=2)=O)=CC=1.C1C=CC(/C=C/C(/C=C/C2C=CC=CC=2)=O)=CC=1.[Pd].[Pd]. The product is [C:14]([O:18][C:19]([N:21]1[CH2:25][CH:24]([C:26]2[CH:31]=[CH:30][CH:29]=[C:28]([O:32][C:33]([F:34])([F:35])[F:36])[CH:27]=2)[CH:23]([NH:37][C:2]2[CH:11]=[CH:10][C:9]([C:12]#[N:13])=[C:8]3[C:3]=2[CH:4]=[CH:5][CH:6]=[N:7]3)[CH2:22]1)=[O:20])([CH3:17])([CH3:15])[CH3:16]. The yield is 0.350. (3) The reactants are [O:1]([CH2:8][CH2:9][NH:10][C:11]1[O:12][CH2:13][C:14]2[CH:20]=[C:19]([NH2:21])[CH:18]=[CH:17][C:15]=2[N:16]=1)[C:2]1[CH:7]=[CH:6][CH:5]=[CH:4][CH:3]=1.[CH:22]1([C:25](Cl)=[O:26])[CH2:24][CH2:23]1. No catalyst specified. The product is [O:1]([CH2:8][CH2:9][NH:10][C:11]1[O:12][CH2:13][C:14]2[CH:20]=[C:19]([NH:21][C:25]([CH:22]3[CH2:24][CH2:23]3)=[O:26])[CH:18]=[CH:17][C:15]=2[N:16]=1)[C:2]1[CH:7]=[CH:6][CH:5]=[CH:4][CH:3]=1. The yield is 0.830. (4) The reactants are Cl[C:2]1[N:7]=[C:6]([NH:8][CH:9]2[CH2:13][CH2:12][CH2:11][CH2:10]2)[C:5]([N+:14]([O-:16])=[O:15])=[CH:4][N:3]=1.[NH2:17][C@H:18]1[CH2:23][CH2:22][C@H:21]([OH:24])[CH2:20][CH2:19]1.C(N(CC)C(C)C)(C)C. The catalyst is CN(C=O)C. The product is [CH:9]1([NH:8][C:6]2[C:5]([N+:14]([O-:16])=[O:15])=[CH:4][N:3]=[C:2]([NH:17][C@H:18]3[CH2:23][CH2:22][C@H:21]([OH:24])[CH2:20][CH2:19]3)[N:7]=2)[CH2:13][CH2:12][CH2:11][CH2:10]1. The yield is 0.880. (5) The reactants are Br[C:2]1[N:7]=[C:6]2[S:8][C:9]([N:11]=[C:12](SC)SC)=[N:10][C:5]2=[N:4][CH:3]=1.Cl.Cl.[NH2:19][CH2:20][C@@:21]1([OH:29])[CH:26]2[CH2:27][CH2:28][N:23]([CH2:24][CH2:25]2)[CH2:22]1.C(=O)([O-])[O-].[Cs+].[Cs+].[CH3:36][S-:37].[Na+]. The catalyst is CN(C=O)C.O. The product is [CH3:36][S:37][C:2]1[N:7]=[C:6]2[S:8][C:9]([NH:11][C:12]3[O:29][C@:21]4([CH2:20][N:19]=3)[CH:26]3[CH2:25][CH2:24][N:23]([CH2:28][CH2:27]3)[CH2:22]4)=[N:10][C:5]2=[N:4][CH:3]=1. The yield is 0.460. (6) The reactants are [Cl:1][C:2]1[C:3]2[C:17]([I:18])=[CH:16][NH:15][C:4]=2[N:5]=[C:6]([NH:8][C:9](=[O:14])[C:10]([CH3:13])([CH3:12])[CH3:11])[N:7]=1.Cl.Cl[CH2:21][C:22]1[C:27]([CH3:28])=[C:26]([O:29][CH3:30])[C:25]([CH3:31])=[CH:24][N:23]=1.C([O-])([O-])=O.[K+].[K+]. The yield is 0.800. The product is [Cl:1][C:2]1[C:3]2[C:17]([I:18])=[CH:16][N:15]([CH2:21][C:22]3[C:27]([CH3:28])=[C:26]([O:29][CH3:30])[C:25]([CH3:31])=[CH:24][N:23]=3)[C:4]=2[N:5]=[C:6]([NH:8][C:9](=[O:14])[C:10]([CH3:11])([CH3:12])[CH3:13])[N:7]=1. The catalyst is CN(C=O)C. (7) The reactants are Cl.Cl[C:3]1[N:8]=[C:7]([NH:9][CH:10]2[CH2:15][C:14]([CH3:17])([CH3:16])[N:13]([CH3:18])[C:12]([CH3:20])([CH3:19])[CH2:11]2)[C:6]([F:21])=[CH:5][N:4]=1.[F:22][C:23]1[CH:28]=[CH:27][C:26]([N:29]2[CH:33]=[N:32][N:31]=[N:30]2)=[CH:25][C:24]=1[NH2:34].[C:35](O)(C(F)(F)F)=[O:36].N1C=CC=NC=1. The catalyst is CC(O)C. The product is [NH3:4].[CH3:35][OH:36].[F:21][C:6]1[C:7]([NH:9][CH:10]2[CH2:15][C:14]([CH3:17])([CH3:16])[N:13]([CH3:18])[C:12]([CH3:20])([CH3:19])[CH2:11]2)=[N:8][C:3]([NH:34][C:24]2[CH:25]=[C:26]([N:29]3[CH:33]=[N:32][N:31]=[N:30]3)[CH:27]=[CH:28][C:23]=2[F:22])=[N:4][CH:5]=1. The yield is 0.0100. (8) The reactants are [CH:1]1([NH:7][C:8]2[C:13]([C:14]3[CH2:18][C:17]([CH2:21][CH2:22][OH:23])([CH2:19]O)[O:16][N:15]=3)=[CH:12][N:11]=[C:10]3[N:24]([CH2:27][CH3:28])[N:25]=[CH:26][C:9]=23)[CH2:6][CH2:5][CH2:4][CH2:3][CH2:2]1.C1(P(C2C=CC=CC=2)C2C=CC=CC=2)C=CC=CC=1.C1(=O)NC(=O)CC1.N(C(OC(C)C)=O)=NC(OC(C)C)=O. The catalyst is O1CCCC1. The product is [CH:1]1([NH:7][C:8]2[C:9]3[CH:26]=[N:25][N:24]([CH2:27][CH3:28])[C:10]=3[N:11]=[CH:12][C:13]=2[C:14]2[CH2:18][C:17]3([CH2:21][CH2:22][O:23][CH2:19]3)[O:16][N:15]=2)[CH2:6][CH2:5][CH2:4][CH2:3][CH2:2]1. The yield is 0.420.